The task is: Predict the reactants needed to synthesize the given product.. This data is from Full USPTO retrosynthesis dataset with 1.9M reactions from patents (1976-2016). Given the product [C:1]1([CH2:7][CH2:8][CH2:9][C@H:10]([C@H:15]([OH:17])[CH3:16])[C:11]([OH:13])=[O:12])[CH:6]=[CH:5][CH:4]=[CH:3][CH:2]=1, predict the reactants needed to synthesize it. The reactants are: [C:1]1([CH2:7][CH2:8][CH2:9][C@H:10]([C@H:15]([OH:17])[CH3:16])[C:11]([O:13]C)=[O:12])[CH:6]=[CH:5][CH:4]=[CH:3][CH:2]=1.[OH-].[Na+].